From a dataset of Reaction yield outcomes from USPTO patents with 853,638 reactions. Predict the reaction yield, written as a fraction of the theoretical maximum amount of product (1.0 means a 100% yield; for example, 0.34 means a 34% yield). (1) The reactants are [C:1]1([CH2:7][N:8]2[CH:12]=[N:11][CH:10]=[N:9]2)[CH:6]=[CH:5][CH:4]=[CH:3][CH:2]=1.[CH:13](=[O:17])[CH:14]([CH3:16])[CH3:15]. The product is [CH2:7]([N:8]1[C:12]([CH:13]([OH:17])[CH:14]([CH3:16])[CH3:15])=[N:11][CH:10]=[N:9]1)[C:1]1[CH:2]=[CH:3][CH:4]=[CH:5][CH:6]=1. No catalyst specified. The yield is 0.710. (2) The reactants are CC1(C)C(C)(C)OB([C:9]2[CH:14]=[CH:13][CH:12]=[C:11]([B:15]3[O:19][C:18]([CH3:21])([CH3:20])[C:17]([CH3:23])([CH3:22])[O:16]3)[CH:10]=2)O1.Cl[C:26]1[N:31]=[C:30]([C:32]2[CH:37]=[CH:36][CH:35]=[CH:34][CH:33]=2)[CH:29]=[C:28]([C:38]2[CH:43]=[CH:42][CH:41]=[CH:40][CH:39]=2)[N:27]=1.C([O-])([O-])=O.[Na+].[Na+].CCO. The catalyst is C1C=CC([P]([Pd]([P](C2C=CC=CC=2)(C2C=CC=CC=2)C2C=CC=CC=2)([P](C2C=CC=CC=2)(C2C=CC=CC=2)C2C=CC=CC=2)[P](C2C=CC=CC=2)(C2C=CC=CC=2)C2C=CC=CC=2)(C2C=CC=CC=2)C2C=CC=CC=2)=CC=1.C1(C)C=CC=CC=1. The product is [C:38]1([C:28]2[CH:29]=[C:30]([C:32]3[CH:33]=[CH:34][CH:35]=[CH:36][CH:37]=3)[N:31]=[C:26]([C:9]3[CH:14]=[CH:13][CH:12]=[C:11]([B:15]4[O:16][C:17]([CH3:22])([CH3:23])[C:18]([CH3:20])([CH3:21])[O:19]4)[CH:10]=3)[N:27]=2)[CH:43]=[CH:42][CH:41]=[CH:40][CH:39]=1. The yield is 0.370. (3) The reactants are [F:1][C:2]1[CH:7]=[C:6]([F:8])[CH:5]=[CH:4][C:3]=1[C:9]1[N:10]=[C:11]2[N:15]([C:16]=1[C:17]1[CH:18]=[CH:19][C:20]3[N:21]([C:23]([C:26](=[O:28])[CH3:27])=[N:24][N:25]=3)[N:22]=1)[CH:14]=[CH:13][O:12]2.[CH2:29]1COCC1.C[Mg]Cl.[NH4+].[Cl-]. The catalyst is C(Cl)Cl. The product is [F:1][C:2]1[CH:7]=[C:6]([F:8])[CH:5]=[CH:4][C:3]=1[C:9]1[N:10]=[C:11]2[N:15]([C:16]=1[C:17]1[CH:18]=[CH:19][C:20]3[N:21]([C:23]([C:26]([OH:28])([CH3:29])[CH3:27])=[N:24][N:25]=3)[N:22]=1)[CH:14]=[CH:13][O:12]2. The yield is 0.790. (4) The reactants are [CH3:1][O:2][C:3]1[CH:8]=[CH:7][C:6]([C:9]([C:36]2[CH:41]=[CH:40][C:39]([O:42][CH3:43])=[CH:38][CH:37]=2)([C:30]2[CH:35]=[CH:34][CH:33]=[CH:32][CH:31]=2)[NH:10][C:11]2[O:12][C@H:13]([C:26]([F:29])([F:28])[F:27])[CH2:14][C@:15]([C:18]3[C:23]([F:24])=[CH:22][CH:21]=[C:20](Cl)[N:19]=3)([CH3:17])[N:16]=2)=[CH:5][CH:4]=1.C1(C)C=CC=CC=1.C1(P(C2CCCCC2)C2C=CC=CC=2C2C(C(C)C)=CC(C(C)C)=CC=2C(C)C)CCCCC1.[C:85](=[NH:98])([C:92]1[CH:97]=[CH:96][CH:95]=[CH:94][CH:93]=1)[C:86]1[CH:91]=[CH:90][CH:89]=[CH:88][CH:87]=1. The catalyst is C1C=CC(/C=C/C(/C=C/C2C=CC=CC=2)=O)=CC=1.C1C=CC(/C=C/C(/C=C/C2C=CC=CC=2)=O)=CC=1.C1C=CC(/C=C/C(/C=C/C2C=CC=CC=2)=O)=CC=1.[Pd].[Pd]. The product is [CH3:1][O:2][C:3]1[CH:8]=[CH:7][C:6]([C:9]([C:36]2[CH:41]=[CH:40][C:39]([O:42][CH3:43])=[CH:38][CH:37]=2)([C:30]2[CH:35]=[CH:34][CH:33]=[CH:32][CH:31]=2)[NH:10][C:11]2[O:12][C@H:13]([C:26]([F:29])([F:28])[F:27])[CH2:14][C@:15]([C:18]3[C:23]([F:24])=[CH:22][CH:21]=[C:20]([N:98]=[C:85]([C:86]4[CH:91]=[CH:90][CH:89]=[CH:88][CH:87]=4)[C:92]4[CH:97]=[CH:96][CH:95]=[CH:94][CH:93]=4)[N:19]=3)([CH3:17])[N:16]=2)=[CH:5][CH:4]=1. The yield is 0.622. (5) The reactants are [CH3:1][N:2]([CH2:10][C:11]1[CH:16]=[C:15]([N+:17]([O-])=O)[CH:14]=[CH:13][C:12]=1[N:20]1[CH2:25][CH2:24][O:23][CH2:22][CH2:21]1)[C:3](=[O:9])[O:4][C:5]([CH3:8])([CH3:7])[CH3:6].C([O-])=O.[NH4+]. The catalyst is C(O)C.[Pd]. The product is [NH2:17][C:15]1[CH:14]=[CH:13][C:12]([N:20]2[CH2:21][CH2:22][O:23][CH2:24][CH2:25]2)=[C:11]([CH:16]=1)[CH2:10][N:2]([CH3:1])[C:3](=[O:9])[O:4][C:5]([CH3:7])([CH3:8])[CH3:6]. The yield is 0.990. (6) The reactants are C[O:2][C:3]([C:5]1[CH:10]=[CH:9][C:8]([O:11][CH2:12][C:13]2[C:14]([C:19]3[CH:24]=[CH:23][C:22]([F:25])=[CH:21][N:20]=3)=[N:15][O:16][C:17]=2[CH3:18])=[CH:7][N:6]=1)=[O:4].O.[OH-].[Li+].CO. The catalyst is C1COCC1.O. The product is [F:25][C:22]1[CH:23]=[CH:24][C:19]([C:14]2[C:13]([CH2:12][O:11][C:8]3[CH:9]=[CH:10][C:5]([C:3]([OH:4])=[O:2])=[N:6][CH:7]=3)=[C:17]([CH3:18])[O:16][N:15]=2)=[N:20][CH:21]=1. The yield is 0.690. (7) The reactants are Br[C:2]1[CH:3]=[C:4]2[C:9](=[CH:10][N:11]=1)[N:8]([CH2:12][C:13]1[CH:14]=[N:15][N:16]([CH3:18])[CH:17]=1)[CH:7]=[C:6]([C:19]([O:21]CC)=[O:20])[C:5]2=[O:24].[CH2:25]([NH:27][C:28](=[O:48])[NH:29][C:30]1[N:35]=[CH:34][C:33](B(O)O)=[C:32]([C:39]2[S:40][CH:41]=[C:42]([C:44]([F:47])([F:46])[F:45])[N:43]=2)[CH:31]=1)[CH3:26].C(=O)([O-])[O-].[K+].[K+]. The catalyst is C(#N)C.O.C([O-])(=O)C.[Pd+2].C([O-])(=O)C.C(P(C(C)(C)C)[C-]1C=CC=C1)(C)(C)C.[C-]1(P(C(C)(C)C)C(C)(C)C)C=CC=C1.[Fe+2]. The product is [CH2:25]([NH:27][C:28](=[O:48])[NH:29][C:30]1[N:35]=[CH:34][C:33]([C:2]2[CH:3]=[C:4]3[C:9](=[CH:10][N:11]=2)[N:8]([CH2:12][C:13]2[CH:14]=[N:15][N:16]([CH3:18])[CH:17]=2)[CH:7]=[C:6]([C:19]([OH:21])=[O:20])[C:5]3=[O:24])=[C:32]([C:39]2[S:40][CH:41]=[C:42]([C:44]([F:47])([F:46])[F:45])[N:43]=2)[CH:31]=1)[CH3:26]. The yield is 0.150. (8) The reactants are [N+:1]([C:4]1[CH:9]=[CH:8][C:7]([C:10]2[O:11][C:12]3[CH:13]=[N:14][CH:15]=[CH:16][C:17]=3[N:18]=2)=[CH:6][CH:5]=1)([O-])=O.[NH4+].[Cl-].O. The catalyst is [Fe].CO. The product is [N:18]1[C:17]2[CH:16]=[CH:15][N:14]=[CH:13][C:12]=2[O:11][C:10]=1[C:7]1[CH:6]=[CH:5][C:4]([NH2:1])=[CH:9][CH:8]=1. The yield is 0.640. (9) The reactants are [CH3:1][O:2][C:3]1[CH:4]=[C:5]2[C:10](=[CH:11][CH:12]=1)[CH:9]=[C:8]([CH:13]=[O:14])[CH:7]=[CH:6]2.[CH2:15]([Mg]Br)[CH2:16][CH2:17][CH2:18][CH2:19][CH3:20].[NH4+].[Cl-]. The catalyst is CCOCC. The product is [CH3:1][O:2][C:3]1[CH:4]=[C:5]2[C:10](=[CH:11][CH:12]=1)[CH:9]=[C:8]([CH:13]([OH:14])[CH2:15][CH2:16][CH2:17][CH2:18][CH2:19][CH3:20])[CH:7]=[CH:6]2. The yield is 0.980. (10) The reactants are [Cl:1][C:2]1[C:7]2[CH:8]=[C:9]([C:11](O)=[O:12])[O:10][C:6]=2[CH:5]=[C:4]([N+:14]([O-:16])=[O:15])[C:3]=1[O:17][CH3:18].Cl.[CH3:20][NH:21][CH3:22]. No catalyst specified. The product is [Cl:1][C:2]1[C:7]2[CH:8]=[C:9]([C:11]([N:21]([CH3:22])[CH3:20])=[O:12])[O:10][C:6]=2[CH:5]=[C:4]([N+:14]([O-:16])=[O:15])[C:3]=1[O:17][CH3:18]. The yield is 0.660.